From a dataset of Catalyst prediction with 721,799 reactions and 888 catalyst types from USPTO. Predict which catalyst facilitates the given reaction. (1) Reactant: [CH:1]1([C:7]([C:9]2[CH:14]=[CH:13][C:12]([CH3:15])=[CH:11][CH:10]=2)=[O:8])[CH2:6][CH2:5][CH2:4][CH2:3][CH2:2]1.C1C(=O)N([Br:23])C(=O)C1. Product: [CH:1]1([C:7]([C:9]2[CH:14]=[CH:13][C:12]([CH2:15][Br:23])=[CH:11][CH:10]=2)=[O:8])[CH2:2][CH2:3][CH2:4][CH2:5][CH2:6]1. The catalyst class is: 855. (2) Reactant: [F:1][C:2]([F:22])([F:21])[C:3]([NH:5][C@H:6]1[C:15]2[C:10](=[CH:11][C:12]([CH2:19][OH:20])=[C:13]([N+:16]([O-:18])=[O:17])[CH:14]=2)[CH2:9][CH2:8][CH2:7]1)=[O:4]. Product: [F:1][C:2]([F:21])([F:22])[C:3]([NH:5][C@H:6]1[C:15]2[C:10](=[CH:11][C:12]([CH:19]=[O:20])=[C:13]([N+:16]([O-:18])=[O:17])[CH:14]=2)[CH2:9][CH2:8][CH2:7]1)=[O:4]. The catalyst class is: 177. (3) Reactant: [CH3:13][C:12]([O:11][C:9](O[C:9]([O:11][C:12]([CH3:15])([CH3:14])[CH3:13])=[O:10])=[O:10])([CH3:15])[CH3:14].[OH:16][CH2:17][CH2:18][N:19]1[CH2:24][CH2:23][NH:22][CH2:21][CH2:20]1. Product: [C:12]([O:11][C:9]([N:22]1[CH2:23][CH2:24][N:19]([CH2:18][CH2:17][OH:16])[CH2:20][CH2:21]1)=[O:10])([CH3:13])([CH3:14])[CH3:15]. The catalyst class is: 1. (4) Reactant: Cl.CO[C:4](=[O:17])[C@H:5]([CH2:7][C:8]1[C:16]2[C:11](=[CH:12][CH:13]=[CH:14][CH:15]=2)[NH:10][CH:9]=1)[NH2:6].C(N(CC)CC)C.[CH2:25]([N:27]=[C:28]=[O:29])[CH3:26].Cl. Product: [CH2:25]([N:27]1[C:4](=[O:17])[CH:5]([CH2:7][C:8]2[C:16]3[C:11](=[CH:12][CH:13]=[CH:14][CH:15]=3)[NH:10][CH:9]=2)[NH:6][C:28]1=[O:29])[CH3:26]. The catalyst class is: 269.